This data is from Catalyst prediction with 721,799 reactions and 888 catalyst types from USPTO. The task is: Predict which catalyst facilitates the given reaction. (1) Reactant: [I:1][C:2]1[C:10]2[N:9]=[CH:8][NH:7][C:6]=2[CH:5]=[CH:4][C:3]=1[CH3:11].[CH3:12][Si:13]([CH2:16][CH2:17][O:18][CH2:19]Cl)([CH3:15])[CH3:14].[H-].[Na+]. Product: [I:1][C:2]1[C:10]2[N:9]=[CH:8][N:7]([CH2:19][O:18][CH2:17][CH2:16][Si:13]([CH3:15])([CH3:14])[CH3:12])[C:6]=2[CH:5]=[CH:4][C:3]=1[CH3:11]. The catalyst class is: 3. (2) Reactant: [Br:1][C:2]1[CH:3]=[C:4]([C:13](=O)[CH2:14][CH2:15][CH2:16][CH2:17][CH3:18])[C:5]2[O:9][CH2:8][C:7]([CH3:11])([CH3:10])[C:6]=2[CH:12]=1.FC(F)(F)C(O)=O.C([SiH](CC)CC)C.ClCCl. Product: [Br:1][C:2]1[CH:3]=[C:4]([CH2:13][CH2:14][CH2:15][CH2:16][CH2:17][CH3:18])[C:5]2[O:9][CH2:8][C:7]([CH3:10])([CH3:11])[C:6]=2[CH:12]=1. The catalyst class is: 195. (3) Reactant: [NH2:1][C@H:2]1[CH2:7][CH2:6][C@H:5]([OH:8])[CH2:4][CH2:3]1.[CH3:9][C:10]([O:13][C:14](O[C:14]([O:13][C:10]([CH3:12])([CH3:11])[CH3:9])=[O:15])=[O:15])([CH3:12])[CH3:11]. Product: [C:10]([O:13][C:14]([NH:1][C@H:2]1[CH2:7][CH2:6][C@H:5]([OH:8])[CH2:4][CH2:3]1)=[O:15])([CH3:12])([CH3:11])[CH3:9]. The catalyst class is: 396.